From a dataset of Full USPTO retrosynthesis dataset with 1.9M reactions from patents (1976-2016). Predict the reactants needed to synthesize the given product. (1) Given the product [Br:14][C:15]1[CH:16]=[CH:17][C:18]2[N:19]([CH:21]=[C:22]([C:24]([NH:11][CH2:10][C:6]3[CH:7]=[CH:8][CH:9]=[C:4]([O:3][C:2]([F:12])([F:13])[F:1])[CH:5]=3)=[O:25])[N:23]=2)[CH:20]=1, predict the reactants needed to synthesize it. The reactants are: [F:1][C:2]([F:13])([F:12])[O:3][C:4]1[CH:5]=[C:6]([CH2:10][NH2:11])[CH:7]=[CH:8][CH:9]=1.[Br:14][C:15]1[CH:16]=[CH:17][C:18]2[N:19]([CH:21]=[C:22]([C:24](OCC)=[O:25])[N:23]=2)[CH:20]=1. (2) Given the product [C:19]([O:18][C:16]([N:13]1[CH2:14][CH2:15][CH:11]([NH:10][C:8]2[CH:7]=[N:6][C:5]([O:23][C:24]3[CH:25]=[CH:26][C:27]([O:30][C:31]4[CH:36]=[CH:35][CH:34]=[C:33]([F:37])[CH:32]=4)=[CH:28][CH:29]=3)=[C:4]([C:3](=[O:2])[NH2:39])[CH:9]=2)[CH2:12]1)=[O:17])([CH3:20])([CH3:22])[CH3:21], predict the reactants needed to synthesize it. The reactants are: C[O:2][C:3](=O)[C:4]1[CH:9]=[C:8]([NH:10][CH:11]2[CH2:15][CH2:14][N:13]([C:16]([O:18][C:19]([CH3:22])([CH3:21])[CH3:20])=[O:17])[CH2:12]2)[CH:7]=[N:6][C:5]=1[O:23][C:24]1[CH:29]=[CH:28][C:27]([O:30][C:31]2[CH:36]=[CH:35][CH:34]=[C:33]([F:37])[CH:32]=2)=[CH:26][CH:25]=1.[NH3:39]. (3) Given the product [F:13][C:14]1[CH:15]=[C:16]([C:42]2[CH:47]=[CH:46][CH:45]=[CH:44][C:43]=2[C:48]2[NH:3][C:4](=[O:7])[O:5][N:49]=2)[CH:17]=[CH:18][C:19]=1[CH2:20][N:21]1[C:26](=[O:27])[C:25]([C:28]2[CH:29]=[N:30][C:31]([O:34][CH:35]([CH3:36])[CH3:37])=[CH:32][CH:33]=2)=[C:24]([CH3:38])[N:23]=[C:22]1[CH2:39][CH2:40][CH3:41], predict the reactants needed to synthesize it. The reactants are: [Cl-].O[NH3+:3].[C:4](=[O:7])([O-])[OH:5].[Na+].CS(C)=O.[F:13][C:14]1[CH:15]=[C:16]([C:42]2[C:43]([C:48]#[N:49])=[CH:44][CH:45]=[CH:46][CH:47]=2)[CH:17]=[CH:18][C:19]=1[CH2:20][N:21]1[C:26](=[O:27])[C:25]([C:28]2[CH:29]=[N:30][C:31]([O:34][CH:35]([CH3:37])[CH3:36])=[CH:32][CH:33]=2)=[C:24]([CH3:38])[N:23]=[C:22]1[CH2:39][CH2:40][CH3:41]. (4) Given the product [Cl:34][C:35]1[CH:40]=[CH:39][C:38]([O:41][CH2:43][C:44]2[CH:45]=[C:46]([CH:59]=[CH:60][CH:61]=2)[CH2:47][C:48]23[CH:58]=[CH:57][CH:56]=[CH:55][CH:49]2[C:50]([NH:52][C:53]3=[O:54])=[O:51])=[CH:37][CH:36]=1, predict the reactants needed to synthesize it. The reactants are: C1(P(C2C=CC=CC=2)C2C=CC=CC=2)C=CC=CC=1.CC(OC(/N=N/C(OC(C)C)=O)=O)C.[Cl:34][C:35]1[CH:40]=[CH:39][C:38]([OH:41])=[CH:37][CH:36]=1.O[CH2:43][C:44]1[CH:45]=[C:46]([CH:59]=[CH:60][CH:61]=1)[CH2:47][C:48]12[CH:58]=[CH:57][CH:56]=[CH:55][CH:49]1[C:50]([NH:52][C:53]2=[O:54])=[O:51]. (5) Given the product [C:13]([C:15]1[CH:16]=[CH:17][C:18]([C:21]2[C:25]([CH2:26][OH:27])=[C:24]([CH3:29])[O:23][N:22]=2)=[CH:19][CH:20]=1)#[N:14], predict the reactants needed to synthesize it. The reactants are: C1N=CN(C(N2C=NC=C2)=O)C=1.[C:13]([C:15]1[CH:20]=[CH:19][C:18]([C:21]2[C:25]([C:26](O)=[O:27])=[C:24]([CH3:29])[O:23][N:22]=2)=[CH:17][CH:16]=1)#[N:14].[BH4-].[Na+].Cl. (6) The reactants are: Br[C:2]1[C:3]2[CH:10]=[CH:9][CH:8]=[CH:7][C:4]=2[S:5][CH:6]=1.C([Mg]Cl)(C)C.[C:16]([O:20][C:21]([N:23]1[CH2:26][C:25](=[O:27])[CH2:24]1)=[O:22])([CH3:19])([CH3:18])[CH3:17]. Given the product [C:16]([O:20][C:21]([N:23]1[CH2:26][C:25]([C:2]2[C:3]3[CH:10]=[CH:9][CH:8]=[CH:7][C:4]=3[S:5][CH:6]=2)([OH:27])[CH2:24]1)=[O:22])([CH3:19])([CH3:17])[CH3:18], predict the reactants needed to synthesize it. (7) Given the product [Cl:1][C:2]1[CH:3]=[C:4]([CH:8]2[CH2:9][N:10]([CH:37]3[CH2:41][CH2:40][O:39][CH2:38]3)[C:11](=[O:36])[N:12]2[CH:13]2[CH2:18][CH2:17][N:16]([CH2:19][C:20]3[CH:25]=[N:24][C:23]([O:26][C:27]4[CH:35]=[CH:34][C:30]([C:31]5[N:44]=[N:45][NH:46][N:42]=5)=[CH:29][CH:28]=4)=[CH:22][CH:21]=3)[CH2:15][CH2:14]2)[CH:5]=[CH:6][CH:7]=1, predict the reactants needed to synthesize it. The reactants are: [Cl:1][C:2]1[CH:3]=[C:4]([CH:8]2[N:12]([CH:13]3[CH2:18][CH2:17][N:16]([CH2:19][C:20]4[CH:21]=[CH:22][C:23]([O:26][C:27]5[CH:35]=[CH:34][C:30]([C:31](O)=O)=[CH:29][CH:28]=5)=[N:24][CH:25]=4)[CH2:15][CH2:14]3)[C:11](=[O:36])[N:10]([CH:37]3[CH2:41][CH2:40][O:39][CH2:38]3)[CH2:9]2)[CH:5]=[CH:6][CH:7]=1.[NH4+:42].[Cl-].[N-:44]=[N+:45]=[N-:46].[Na+].